From a dataset of Forward reaction prediction with 1.9M reactions from USPTO patents (1976-2016). Predict the product of the given reaction. (1) Given the reactants N[C:2]1[CH:3]=[C:4]([CH:7]=[CH:8][C:9]=1[O:10][C:11]1[CH:16]=[C:15]([CH3:17])[CH:14]=[C:13]([CH3:18])[CH:12]=1)[C:5]#[N:6].[ClH:19].N([O-])=O.[Na+].[S:24](=[O:26])=[O:25], predict the reaction product. The product is: [C:5]([C:4]1[CH:7]=[CH:8][C:9]([O:10][C:11]2[CH:16]=[C:15]([CH3:17])[CH:14]=[C:13]([CH3:18])[CH:12]=2)=[C:2]([S:24]([Cl:19])(=[O:26])=[O:25])[CH:3]=1)#[N:6]. (2) The product is: [F:8][C:6]1[CH:5]=[C:4]([CH2:9][C:10]([NH:12][C@H:13]([C:15]([NH:19][C:20]2([C:23]([O:25][CH3:26])=[O:24])[CH2:22][CH2:21]2)=[O:17])[CH3:14])=[O:11])[CH:3]=[C:2]([F:1])[CH:7]=1. Given the reactants [F:1][C:2]1[CH:3]=[C:4]([CH2:9][C:10]([NH:12][C@H:13]([C:15]([OH:17])=O)[CH3:14])=[O:11])[CH:5]=[C:6]([F:8])[CH:7]=1.Cl.[NH2:19][C:20]1([C:23]([O:25][CH3:26])=[O:24])[CH2:22][CH2:21]1, predict the reaction product. (3) Given the reactants Br[C:2]1[CH:3]=[CH:4][C:5]([O:8][C@@H:9]2[CH:16]3[CH2:17][N:12]4[CH2:13][CH:14]([CH2:18][CH:10]2[CH2:11]4)[CH2:15]3)=[N:6][CH:7]=1.[C:19]1(B(O)O)[CH:24]=[CH:23][CH:22]=[CH:21][CH:20]=1.[CH3:28][C:29]1[CH:30]=[CH:31][C:32]([S:35]([OH:38])(=[O:37])=[O:36])=[CH:33][CH:34]=1.N, predict the reaction product. The product is: [C:29]1([CH3:28])[CH:30]=[CH:31][C:32]([S:35]([OH:38])(=[O:36])=[O:37])=[CH:33][CH:34]=1.[C:19]1([C:2]2[CH:3]=[CH:4][C:5]([O:8][C@@H:9]3[CH:16]4[CH2:17][N:12]5[CH2:13][CH:14]([CH2:18][CH:10]3[CH2:11]5)[CH2:15]4)=[N:6][CH:7]=2)[CH:24]=[CH:23][CH:22]=[CH:21][CH:20]=1. (4) Given the reactants [C:1]([O:5][C:6]([N:8]1[CH2:16][CH:15]2[C:10]([C:26]3[CH:31]=[CH:30][CH:29]=[CH:28][CH:27]=3)([N:11]=[C:12]([NH:17][C:18](=[O:25])[C:19]3[CH:24]=[CH:23][CH:22]=[CH:21][CH:20]=3)[S:13][CH2:14]2)[CH2:9]1)=[O:7])([CH3:4])([CH3:3])[CH3:2], predict the reaction product. The product is: [C:18]([NH:17][C:12]1[S:13][CH2:14][C@@H:15]2[CH2:16][N:8]([C:6]([O:5][C:1]([CH3:4])([CH3:3])[CH3:2])=[O:7])[CH2:9][C@:10]2([C:26]2[CH:27]=[CH:28][CH:29]=[CH:30][CH:31]=2)[N:11]=1)(=[O:25])[C:19]1[CH:20]=[CH:21][CH:22]=[CH:23][CH:24]=1.